This data is from Full USPTO retrosynthesis dataset with 1.9M reactions from patents (1976-2016). The task is: Predict the reactants needed to synthesize the given product. (1) Given the product [Cl:27][C:28]1[S:32][C:31]([CH2:33][CH2:34][S:35]([NH:3][C@H:4]2[CH2:8][CH2:7][N:6]([C@H:9]([C:18]([N:20]3[CH2:21][CH2:22][O:23][CH2:24][CH2:25]3)=[O:19])[CH2:10][CH2:11][N:12]3[CH2:17][CH2:16][O:15][CH2:14][CH2:13]3)[C:5]2=[O:26])(=[O:37])=[O:36])=[CH:30][CH:29]=1, predict the reactants needed to synthesize it. The reactants are: Cl.Cl.[NH2:3][C@H:4]1[CH2:8][CH2:7][N:6]([C@H:9]([C:18]([N:20]2[CH2:25][CH2:24][O:23][CH2:22][CH2:21]2)=[O:19])[CH2:10][CH2:11][N:12]2[CH2:17][CH2:16][O:15][CH2:14][CH2:13]2)[C:5]1=[O:26].[Cl:27][C:28]1[S:32][C:31]([CH2:33][CH2:34][S:35](Cl)(=[O:37])=[O:36])=[CH:30][CH:29]=1. (2) The reactants are: Br[C:2]1[C:10]2[C:9]([NH:11][C:12]3[CH:13]=[C:14]4[C:18](=[CH:19][CH:20]=3)[NH:17][N:16]=[CH:15]4)=[N:8][CH:7]=[N:6][C:5]=2[NH:4][CH:3]=1.CC1(C)C(C)(C)OB([C:29]2[CH2:30][CH2:31][O:32][CH2:33][CH:34]=2)O1. Given the product [O:32]1[CH2:31][CH:30]=[C:29]([C:2]2[C:10]3[C:9]([NH:11][C:12]4[CH:13]=[C:14]5[C:18](=[CH:19][CH:20]=4)[NH:17][N:16]=[CH:15]5)=[N:8][CH:7]=[N:6][C:5]=3[NH:4][CH:3]=2)[CH2:34][CH2:33]1, predict the reactants needed to synthesize it. (3) Given the product [F:12][CH:2]([F:1])[C:3]1[CH:4]=[C:5]([CH:9]=[CH:10][N:11]=1)[C:6]([OH:8])=[O:7], predict the reactants needed to synthesize it. The reactants are: [F:1][CH:2]([F:12])[C:3]1[CH:4]=[C:5]([CH:9]=[CH:10][N:11]=1)[C:6]([O-:8])=[O:7].[Li+].[OH-]. (4) Given the product [NH2:8][C:5]1[N:6]=[CH:7][C:2]([C:27]2[CH:28]=[CH:29][C:24]([C:21]([OH:23])=[O:22])=[CH:25][CH:26]=2)=[CH:3][C:4]=1[O:9][CH2:10][C:11]1[CH:16]=[CH:15][CH:14]=[CH:13][C:12]=1[C:17]([F:20])([F:19])[F:18], predict the reactants needed to synthesize it. The reactants are: Br[C:2]1[CH:3]=[C:4]([O:9][CH2:10][C:11]2[CH:16]=[CH:15][CH:14]=[CH:13][C:12]=2[C:17]([F:20])([F:19])[F:18])[C:5]([NH2:8])=[N:6][CH:7]=1.[C:21]([C:24]1[CH:29]=[CH:28][C:27](B(O)O)=[CH:26][CH:25]=1)([OH:23])=[O:22].C(=O)([O-])[O-].[K+].[K+].CN(C)C=O. (5) Given the product [CH2:1]([O:3][C:4]([N:6]1[C:15]2[C:10](=[CH:11][C:12]([C:16]([F:17])([F:18])[F:19])=[CH:13][CH:14]=2)[CH:9]([CH:20]([C:24]2[CH:25]=[C:26]([C:34]([F:35])([F:37])[F:36])[CH:27]=[C:28]([C:30]([F:31])([F:32])[F:33])[CH:29]=2)[C:21]([O:23][CH2:40][CH3:41])=[O:22])[CH2:8][CH:7]1[CH2:38][CH3:39])=[O:5])[CH3:2], predict the reactants needed to synthesize it. The reactants are: [CH2:1]([O:3][C:4]([N:6]1[C:15]2[C:10](=[CH:11][C:12]([C:16]([F:19])([F:18])[F:17])=[CH:13][CH:14]=2)[CH:9]([CH:20]([C:24]2[CH:29]=[C:28]([C:30]([F:33])([F:32])[F:31])[CH:27]=[C:26]([C:34]([F:37])([F:36])[F:35])[CH:25]=2)[C:21]([OH:23])=[O:22])[CH2:8][CH:7]1[CH2:38][CH3:39])=[O:5])[CH3:2].[CH2:40](O)[CH3:41]. (6) The reactants are: [Cl:1][C:2]1[C:3]2[NH:10][CH:9]=[CH:8][C:4]=2[N:5]=[CH:6][N:7]=1.C(=O)([O-])[O-].[Cs+].[Cs+].[C:17]([O:25][CH2:26][CH2:27][O:28][CH2:29][CH2:30]I)(=[O:24])[C:18]1[CH:23]=[CH:22][CH:21]=[CH:20][CH:19]=1.C(=O)([O-])O.[Na+]. Given the product [C:17]([O:25][CH2:26][CH2:27][O:28][CH2:29][CH2:30][N:10]1[C:3]2[C:2]([Cl:1])=[N:7][CH:6]=[N:5][C:4]=2[CH:8]=[CH:9]1)(=[O:24])[C:18]1[CH:23]=[CH:22][CH:21]=[CH:20][CH:19]=1, predict the reactants needed to synthesize it. (7) The reactants are: C([O:3][C:4](=O)[C:5]([NH2:28])([C:7]1[CH:16]=[CH:15][C:14]2[C:9](=[CH:10][CH:11]=[C:12]([O:17][C@H:18]3[CH2:23][CH2:22][C@H:21]([C:24]([CH3:27])([CH3:26])[CH3:25])[CH2:20][CH2:19]3)[CH:13]=2)[N:8]=1)[CH3:6])C.[BH4-].[Na+]. Given the product [NH2:28][C:5]([C:7]1[CH:16]=[CH:15][C:14]2[C:9](=[CH:10][CH:11]=[C:12]([O:17][C@H:18]3[CH2:19][CH2:20][C@H:21]([C:24]([CH3:27])([CH3:26])[CH3:25])[CH2:22][CH2:23]3)[CH:13]=2)[N:8]=1)([CH3:6])[CH2:4][OH:3], predict the reactants needed to synthesize it. (8) Given the product [Cl:1][C:2]1[CH:22]=[CH:21][C:5]([C:6]([C:8]2[CH:20]=[CH:19][C:11]([O:12][C:13]([CH3:18])([CH3:17])[C:14]([O:30][C:27]3[CH:28]=[CH:29][C:24]([I:23])=[CH:25][CH:26]=3)=[O:15])=[CH:10][CH:9]=2)=[O:7])=[CH:4][CH:3]=1, predict the reactants needed to synthesize it. The reactants are: [Cl:1][C:2]1[CH:22]=[CH:21][C:5]([C:6]([C:8]2[CH:20]=[CH:19][C:11]([O:12][C:13]([CH3:18])([CH3:17])[C:14](Cl)=[O:15])=[CH:10][CH:9]=2)=[O:7])=[CH:4][CH:3]=1.[I:23][C:24]1[CH:29]=[CH:28][C:27]([OH:30])=[CH:26][CH:25]=1.C(=O)([O-])[O-].[Cs+].[Cs+]. (9) Given the product [C:1]([N:4]1[C:13]2[C:8](=[CH:9][C:10]([C:14]([OH:16])=[O:15])=[CH:11][CH:12]=2)[C@H:7]([NH:30][C:29]2[CH:31]=[CH:32][CH:33]=[C:27]([N:24]3[CH2:25][CH2:26][O:21][CH2:22][CH2:23]3)[CH:28]=2)[CH2:6][C@@H:5]1[CH3:20])(=[O:3])[CH3:2], predict the reactants needed to synthesize it. The reactants are: [C:1]([N:4]1[C:13]2[C:8](=[CH:9][C:10]([C:14]([O:16]CC)=[O:15])=[CH:11][CH:12]=2)[C:7](=O)[CH2:6][C@@H:5]1[CH3:20])(=[O:3])[CH3:2].[O:21]1[CH2:26][CH2:25][N:24]([C:27]2[CH:28]=[C:29]([CH:31]=[CH:32][CH:33]=2)[NH2:30])[CH2:23][CH2:22]1. (10) Given the product [ClH:49].[NH2:9][C:8]([NH:17][CH2:18][CH2:19][C:20]1[CH:25]=[CH:24][C:23]([C:26]2[N:27]=[C:28]([NH:42][C:43](=[O:45])[CH3:44])[S:29][C:30]=2[CH2:31][C:32]2[CH:37]=[CH:36][C:35]([S:38]([CH3:41])(=[O:40])=[O:39])=[CH:34][CH:33]=2)=[CH:22][CH:21]=1)=[NH:7], predict the reactants needed to synthesize it. The reactants are: C(OC(=O)[NH:7][CH:8]([NH:17][CH2:18][CH2:19][C:20]1[CH:25]=[CH:24][C:23]([C:26]2[N:27]=[C:28]([NH:42][C:43](=[O:45])[CH3:44])[S:29][C:30]=2[CH2:31][C:32]2[CH:37]=[CH:36][C:35]([S:38]([CH3:41])(=[O:40])=[O:39])=[CH:34][CH:33]=2)=[CH:22][CH:21]=1)[NH:9]C(=O)OC(C)(C)C)(C)(C)C.CO.[ClH:49].